Dataset: Full USPTO retrosynthesis dataset with 1.9M reactions from patents (1976-2016). Task: Predict the reactants needed to synthesize the given product. (1) Given the product [C:1]([OH:4])(=[O:3])[CH3:2].[C:25]([C:22]1[CH:21]=[CH:20][C:19]([CH2:18][C:15]2[O:14][C:13]([C:10]3[CH:11]=[CH:12][C:7]([C:6]([NH2:32])=[NH:5])=[CH:8][N:9]=3)=[CH:17][CH:16]=2)=[CH:24][CH:23]=1)(=[NH:26])[NH2:31], predict the reactants needed to synthesize it. The reactants are: [C:1]([O:4][NH:5][C:6](=[NH:32])[C:7]1[CH:12]=[CH:11][C:10]([C:13]2[O:14][C:15]([CH2:18][C:19]3[CH:24]=[CH:23][C:22]([C:25](=[NH:31])[NH:26]OC(=O)C)=[CH:21][CH:20]=3)=[CH:16][CH:17]=2)=[N:9][CH:8]=1)(=[O:3])[CH3:2].C(O)C. (2) The reactants are: [C:1]1([CH2:7][C@H:8]([NH:13][C:14]([C:16]2[CH:21]=[N:20][CH:19]=[CH:18][N:17]=2)=[O:15])[C:9]([O:11]C)=[O:10])[CH:6]=[CH:5][CH:4]=[CH:3][CH:2]=1.O.C(N(CC)CC)C.[Li+].[Br-]. Given the product [C:1]1([CH2:7][C@H:8]([NH:13][C:14]([C:16]2[CH:21]=[N:20][CH:19]=[CH:18][N:17]=2)=[O:15])[C:9]([OH:11])=[O:10])[CH:6]=[CH:5][CH:4]=[CH:3][CH:2]=1, predict the reactants needed to synthesize it. (3) Given the product [K+:16].[Cl:1][C:2]1[N:7]=[C:6]([C:8]([O-:11])=[O:17])[CH:5]=[C:4]([CH3:10])[CH:3]=1, predict the reactants needed to synthesize it. The reactants are: [Cl:1][C:2]1[N:7]=[C:6]([CH:8]=C)[CH:5]=[C:4]([CH3:10])[CH:3]=1.[O-:11][Mn](=O)(=O)=O.[K+:16].[OH2:17].